This data is from Forward reaction prediction with 1.9M reactions from USPTO patents (1976-2016). The task is: Predict the product of the given reaction. (1) Given the reactants [CH3:1][NH:2][CH2:3][CH2:4][C@H:5]([O:11][C:12]1[CH:13]=[CH:14][CH:15]=[C:16]2[CH:21]=[CH:20][CH:19]=[CH:18][C:17]=12)[C:6]1[S:10][CH:9]=[CH:8][CH:7]=1.[ClH:22].C(O)(C)C, predict the reaction product. The product is: [CH3:1][NH:2][CH2:3][CH2:4][C@H:5]([O:11][C:12]1[CH:13]=[CH:14][CH:15]=[C:16]2[CH:21]=[CH:20][CH:19]=[CH:18][C:17]=12)[C:6]1[S:10][CH:9]=[CH:8][CH:7]=1.[ClH:22]. (2) Given the reactants [F:1][C:2]1[CH:10]=[CH:9][C:8]([CH2:11][C:12]2[C:21]3[C:16](=[CH:17][CH:18]=[CH:19][CH:20]=3)[C:15](=[O:22])[NH:14][N:13]=2)=[CH:7][C:3]=1[C:4](O)=[O:5].F[P-](F)(F)(F)(F)F.C[N+](C)=C(N(C)C)O.[N:38]1([C:43]([C:45]2[N:46]=[C:47]([C:54]([F:57])([F:56])[F:55])[N:48]3[CH2:53][CH2:52][NH:51][CH2:50][C:49]=23)=[O:44])[CH2:42][CH2:41][CH2:40][CH2:39]1.C(N(CC)C(C)C)(C)C, predict the reaction product. The product is: [F:1][C:2]1[CH:10]=[CH:9][C:8]([CH2:11][C:12]2[C:21]3[C:16](=[CH:17][CH:18]=[CH:19][CH:20]=3)[C:15](=[O:22])[NH:14][N:13]=2)=[CH:7][C:3]=1[C:4]([N:51]1[CH2:52][CH2:53][N:48]2[C:47]([C:54]([F:57])([F:55])[F:56])=[N:46][C:45]([C:43]([N:38]3[CH2:42][CH2:41][CH2:40][CH2:39]3)=[O:44])=[C:49]2[CH2:50]1)=[O:5]. (3) Given the reactants [Br:1][C:2]1[CH:3]=[CH:4][C:5]([O:11][CH2:12][CH3:13])=[C:6](B(O)O)[CH:7]=1.[Cl:14][C:15]1[CH:20]=[C:19](Cl)[N:18]=[CH:17][N:16]=1, predict the reaction product. The product is: [Cl:14][C:15]1[CH:20]=[C:19]([C:6]2[CH:7]=[C:2]([Br:1])[CH:3]=[CH:4][C:5]=2[O:11][CH2:12][CH3:13])[N:18]=[CH:17][N:16]=1.